From a dataset of Reaction yield outcomes from USPTO patents with 853,638 reactions. Predict the reaction yield, written as a fraction of the theoretical maximum amount of product (1.0 means a 100% yield; for example, 0.34 means a 34% yield). (1) The reactants are Br[CH2:2][C:3]([O:5][CH3:6])=[O:4].[F:7][C:8]([F:32])([F:31])[C:9]1[N:13]2[N:14]=[C:15]([N:18]3[CH2:23][CH2:22][CH:21]([C:24]4[CH:29]=[CH:28][C:27]([OH:30])=[CH:26][CH:25]=4)[CH2:20][CH2:19]3)[CH:16]=[CH:17][C:12]2=[N:11][N:10]=1.C(=O)([O-])[O-].[K+].[K+]. The catalyst is CN(C=O)C. The product is [F:32][C:8]([F:7])([F:31])[C:9]1[N:13]2[N:14]=[C:15]([N:18]3[CH2:23][CH2:22][CH:21]([C:24]4[CH:29]=[CH:28][C:27]([O:30][CH2:2][C:3]([O:5][CH3:6])=[O:4])=[CH:26][CH:25]=4)[CH2:20][CH2:19]3)[CH:16]=[CH:17][C:12]2=[N:11][N:10]=1. The yield is 1.00. (2) The reactants are [CH3:1][C:2]1[C:3]([O:8][C:9]2[CH:10]=[C:11]([CH2:15]O)[CH:12]=[CH:13][CH:14]=2)=[N:4][CH:5]=[CH:6][CH:7]=1.S(Cl)([Cl:19])=O.C(=O)(O)[O-].[Na+]. The product is [Cl:19][CH2:15][C:11]1[CH:10]=[C:9]([CH:14]=[CH:13][CH:12]=1)[O:8][C:3]1[C:2]([CH3:1])=[CH:7][CH:6]=[CH:5][N:4]=1. The yield is 0.990. The catalyst is ClCCl. (3) The reactants are C([O:3][C:4](=[O:36])[CH2:5][CH2:6][C:7]1[CH:12]=[CH:11][C:10]([O:13][CH2:14][CH2:15][C@H:16]([O:18][C:19]2[CH:24]=[CH:23][C:22]([Cl:25])=[CH:21][C:20]=2[O:26][C:27]2[CH:32]=[CH:31][CH:30]=[CH:29][CH:28]=2)[CH3:17])=[CH:9][C:8]=1[CH2:33][CH2:34][CH3:35])C.[OH-].[Na+]. The catalyst is CCO. The product is [Cl:25][C:22]1[CH:23]=[CH:24][C:19]([O:18][C@H:16]([CH3:17])[CH2:15][CH2:14][O:13][C:10]2[CH:11]=[CH:12][C:7]([CH2:6][CH2:5][C:4]([OH:36])=[O:3])=[C:8]([CH2:33][CH2:34][CH3:35])[CH:9]=2)=[C:20]([O:26][C:27]2[CH:28]=[CH:29][CH:30]=[CH:31][CH:32]=2)[CH:21]=1. The yield is 0.950. (4) The reactants are Cl.[Cl:2][C:3]1[CH:22]=[CH:21][C:6]2[N:7]([CH2:17][CH2:18][CH2:19][NH2:20])[C:8]3[CH:15]=[CH:14][C:13]([Cl:16])=[CH:12][C:9]=3[CH2:10][CH2:11][C:5]=2[CH:4]=1.C(N(CC)CC)C.[F:30][C:31]([F:44])([F:43])[O:32][C:33]1[CH:38]=[CH:37][C:36]([S:39](Cl)(=[O:41])=[O:40])=[CH:35][CH:34]=1. The catalyst is CN(C=O)C. The product is [F:44][C:31]([F:30])([F:43])[O:32][C:33]1[CH:38]=[CH:37][C:36]([S:39]([NH:20][CH2:19][CH2:18][CH2:17][N:7]2[C:8]3[CH:15]=[CH:14][C:13]([Cl:16])=[CH:12][C:9]=3[CH2:10][CH2:11][C:5]3[CH:4]=[C:3]([Cl:2])[CH:22]=[CH:21][C:6]2=3)(=[O:41])=[O:40])=[CH:35][CH:34]=1. The yield is 0.400. (5) The reactants are [CH3:1][C:2]1[C:6]([CH2:7][N:8]2[N:12]=[N:11][C:10]([NH2:13])=[N:9]2)=[C:5]([CH3:14])[O:4][N:3]=1.[CH3:15][O:16][C:17]1[CH:18]=[C:19]([CH:23]=[CH:24][CH:25]=1)[C:20](Cl)=[O:21].N1C=CC=CC=1. The catalyst is C(#N)C.ClCCl. The product is [CH3:1][C:2]1[C:6]([CH2:7][N:8]2[N:12]=[N:11][C:10]([NH:13][C:20](=[O:21])[C:19]3[CH:23]=[CH:24][CH:25]=[C:17]([O:16][CH3:15])[CH:18]=3)=[N:9]2)=[C:5]([CH3:14])[O:4][N:3]=1. The yield is 0.350. (6) The reactants are [CH3:1][O:2][C:3]1[CH:4]=[C:5](/[CH:9]=[CH:10]/[C:11]([OH:13])=O)[CH:6]=[CH:7][CH:8]=1.C(N(CC)CC)C.C1C=CC(P([N:35]=[N+:36]=[N-:37])(C2C=CC=CC=2)=O)=CC=1. The catalyst is C1C=CC=CC=1. The product is [CH3:1][O:2][C:3]1[CH:4]=[C:5](/[CH:9]=[CH:10]/[C:11]([N:35]=[N+:36]=[N-:37])=[O:13])[CH:6]=[CH:7][CH:8]=1. The yield is 0.880. (7) The yield is 0.800. The product is [NH:8]1[CH2:13][CH2:12][C:11]2([C:17]3[CH:18]=[CH:19][CH:20]=[CH:21][C:16]=3[CH2:15][O:14]2)[CH2:10][CH2:9]1. The reactants are C([N:8]1[CH2:13][CH2:12][C:11]2([C:17]3[CH:18]=[CH:19][CH:20]=[CH:21][C:16]=3[CH2:15][O:14]2)[CH2:10][CH2:9]1)C1C=CC=CC=1. The catalyst is [Ni].CCO.